Dataset: Peptide-MHC class I binding affinity with 185,985 pairs from IEDB/IMGT. Task: Regression. Given a peptide amino acid sequence and an MHC pseudo amino acid sequence, predict their binding affinity value. This is MHC class I binding data. (1) The peptide sequence is WEILKFLITG. The MHC is HLA-B40:02 with pseudo-sequence HLA-B40:02. The binding affinity (normalized) is 0.418. (2) The peptide sequence is LYSHPIILGF. The MHC is HLA-A24:02 with pseudo-sequence HLA-A24:02. The binding affinity (normalized) is 0.362. (3) The peptide sequence is GVPELGAFF. The MHC is HLA-B57:01 with pseudo-sequence HLA-B57:01. The binding affinity (normalized) is 0.0847. (4) The peptide sequence is AFDLSFFLK. The MHC is HLA-A03:01 with pseudo-sequence HLA-A03:01. The binding affinity (normalized) is 0.0847. (5) The peptide sequence is YLKKLDDFY. The MHC is HLA-A26:01 with pseudo-sequence HLA-A26:01. The binding affinity (normalized) is 0.0847. (6) The peptide sequence is SHYSHNPKL. The MHC is HLA-A30:01 with pseudo-sequence HLA-A30:01. The binding affinity (normalized) is 0.0847. (7) The peptide sequence is EYFRLCESL. The MHC is HLA-A29:02 with pseudo-sequence HLA-A29:02. The binding affinity (normalized) is 0.244.